From a dataset of Experimentally validated miRNA-target interactions with 360,000+ pairs, plus equal number of negative samples. Binary Classification. Given a miRNA mature sequence and a target amino acid sequence, predict their likelihood of interaction. (1) The miRNA is hsa-miR-6889-5p with sequence UCGGGGAGUCUGGGGUCCGGAAU. The protein sequence of the target gene is MGSPAHRPALLLLLPPLLLLLLLRVPPSRSFPGSGDSPLEDDEVGYSHPRYKDTPWCSPIKVKYGDVYCRAPQGGYYKTALGTRCDIRCQKGYELHGSSLLICQSNKRWSDKVICKQKRCPTLAMPANGGFKCVDGAYFNSRCEYYCSPGYTLKGERTVTCMDNKAWSGRPASCVDMEPPRIKCPSVKERIAEPNKLTVRVSWETPEGRDTADGILTDVILKGLPPGSNFPEGDHKIQYTVYDRAENKGTCKFRVKVRVKRCGKLNAPENGYMKCSSDGDNYGATCEFSCIGGYELQGSP.... Result: 0 (no interaction). (2) The miRNA is mmu-miR-5101 with sequence UUUGUUUGUUUUGCUGAUGCAG. The protein sequence of the target gene is MLTRLFSEPGLLSDVPKFASWGDGDDDEPRSDKGDAPPQPPPAPGSGAPGPARAAKPVSLRGGEEIPEPTLAEVKEEGELGGEEEEEEEEEEGLDEAEGERPKKRGPKKRKMTKARLERSKLRRQKANARERNRMHDLNAALDNLRKVVPCYSKTQKLSKIETLRLAKNYIWALSEILRSGKRPDLVSYVQTLCKGLSQPTTNLVAGCLQLNSRNFLTEQGADGAGRFHGSGGPFAMHPYPYPCSRLAGAQCQAAGGLGGGAAHALRTHGYCAAYETLYAAAGGGGASPDYNSSEYEGPL.... Result: 1 (interaction). (3) The miRNA is hsa-miR-2277-3p with sequence UGACAGCGCCCUGCCUGGCUC. The protein sequence of the target gene is MAGPAWISKVSRLLGAFHNPKQVTRGFTGGVQTVTLIPGDGIGPEISAAVMKIFDAAKAPIQWEERNVTAIQGPGGKWMIPSEAKESMDKNKMGLKGPLKTPIAAGHPSMNLLLRKTFDLYANVRPCVSIEGYKTPYTDVNIVTIRENTEGEYSGIEHVIVDGVVQSIKLITEGASKRIAEFAFEYARNNHRSNVTAVHKANIMRMSDGLFLQKCREVAESCKDIKFNEMYLDTVCLNMVQDPSQFDVLVMPNLYGDILSDLCAGLIGGLGVTPSGNIGANGVAIFESVHGTAPDIAGKD.... Result: 0 (no interaction). (4) The miRNA is mmu-miR-125a-3p with sequence ACAGGUGAGGUUCUUGGGAGCC. The protein sequence of the target gene is MPLFTANPFEQDVEKATNEYNTTEDWSLIMDICDKVGSTPNGAKDCLKAIMKRVNHKVPHVALQALTLLGACVANCGKIFHLEVCSRDFATEVRAVIKNKAHPKVCEKLKSLMVEWSEEFQKDPQFSLISATIKSMKEEGITFPPAGSQTVSAAAKNGTSSNKNKEDEDIAKAIELSLQEQKQQHTETKSLYPSSEIQLNNKVARKVRALYDFEAVEDNELTFKHGEIIIVLDDSDANWWKGENHRGIGLFPSNFVTTNLNIETEAAAVDKLNVIDDDVEEIKKSEPEPVYIDEDKMDRA.... Result: 0 (no interaction).